From a dataset of Forward reaction prediction with 1.9M reactions from USPTO patents (1976-2016). Predict the product of the given reaction. (1) The product is: [F:1][C:2]1[C:10]2[O:9][CH:8]=[CH:7][C:6]=2[CH:5]=[CH:4][CH:3]=1. Given the reactants [F:1][C:2]1[C:10]2[O:9][CH2:8][CH:7](O)[C:6]=2[CH:5]=[CH:4][CH:3]=1.O=S(Cl)Cl, predict the reaction product. (2) Given the reactants [O:1]1[CH2:6][CH2:5][N:4]([C:7]2[CH:12]=[CH:11][C:10]([CH2:13][CH2:14]O)=[CH:9][CH:8]=2)[CH2:3][CH2:2]1.C1(P(C2C=CC=CC=2)C2C=CC=CC=2)C=CC=CC=1.[CH3:35][C@@:36]1([C:52]([F:55])([F:54])[F:53])[CH2:51][N:39]2[C:40](=[O:50])[CH:41]=[C:42]([N:44]3[CH2:49][CH2:48][O:47][CH2:46][CH2:45]3)[N:43]=[C:38]2[NH:37]1.N(C(OCC)=O)=NC(OCC)=O, predict the reaction product. The product is: [CH3:35][C@@:36]1([C:52]([F:55])([F:53])[F:54])[CH2:51][N:39]2[C:40](=[O:50])[CH:41]=[C:42]([N:44]3[CH2:45][CH2:46][O:47][CH2:48][CH2:49]3)[N:43]=[C:38]2[N:37]1[CH2:14][CH2:13][C:10]1[CH:9]=[CH:8][C:7]([N:4]2[CH2:3][CH2:2][O:1][CH2:6][CH2:5]2)=[CH:12][CH:11]=1.